This data is from Retrosynthesis with 50K atom-mapped reactions and 10 reaction types from USPTO. The task is: Predict the reactants needed to synthesize the given product. (1) Given the product COc1cc([N+](=O)[O-])ccc1OCCC1CCCO1, predict the reactants needed to synthesize it. The reactants are: COc1cc([N+](=O)[O-])ccc1Cl.OCCC1CCCO1. (2) Given the product Oc1ccc(Cl)cc1C(O)c1ccccc1F, predict the reactants needed to synthesize it. The reactants are: O=C(c1cc(Cl)ccc1O)c1ccccc1F. (3) Given the product CC(C)c1nc(Cl)c(CO)[nH]1, predict the reactants needed to synthesize it. The reactants are: CC(C)c1nc(Cl)c(COCc2ccccc2)[nH]1. (4) Given the product CS(=O)(=O)NC1CCCCC1N1C(=O)c2ccccc2C(C(=O)NOCc2noc(CO)n2)C1c1ccc(Cl)cc1Cl, predict the reactants needed to synthesize it. The reactants are: CC(=O)OCc1nc(CONC(=O)C2c3ccccc3C(=O)N(C3CCCCC3NS(C)(=O)=O)C2c2ccc(Cl)cc2Cl)no1. (5) The reactants are: BrCc1ccc2ccccc2c1.COC(=O)c1cc(O)cc([N+](=O)[O-])c1. Given the product COC(=O)c1cc(OCc2ccc3ccccc3c2)cc([N+](=O)[O-])c1, predict the reactants needed to synthesize it. (6) Given the product C=COCCONC(=O)c1cc(C)c(=O)n(C)c1Nc1ccc(Br)cc1F, predict the reactants needed to synthesize it. The reactants are: C=COCCON.COC(=O)c1cc(C)c(=O)n(C)c1Nc1ccc(Br)cc1F.